This data is from NCI-60 drug combinations with 297,098 pairs across 59 cell lines. The task is: Regression. Given two drug SMILES strings and cell line genomic features, predict the synergy score measuring deviation from expected non-interaction effect. (1) Cell line: RPMI-8226. Drug 1: CC1=C(C=C(C=C1)NC2=NC=CC(=N2)N(C)C3=CC4=NN(C(=C4C=C3)C)C)S(=O)(=O)N.Cl. Synergy scores: CSS=71.0, Synergy_ZIP=-6.81, Synergy_Bliss=-17.2, Synergy_Loewe=-22.2, Synergy_HSA=-19.4. Drug 2: C1=C(C(=O)NC(=O)N1)F. (2) Drug 1: CCCCCOC(=O)NC1=NC(=O)N(C=C1F)C2C(C(C(O2)C)O)O. Drug 2: C1=NNC2=C1C(=O)NC=N2. Cell line: HCT-15. Synergy scores: CSS=-6.68, Synergy_ZIP=1.50, Synergy_Bliss=-3.88, Synergy_Loewe=-8.04, Synergy_HSA=-8.31. (3) Drug 2: CS(=O)(=O)OCCCCOS(=O)(=O)C. Cell line: SN12C. Synergy scores: CSS=4.32, Synergy_ZIP=-2.17, Synergy_Bliss=-4.22, Synergy_Loewe=-8.78, Synergy_HSA=-5.61. Drug 1: CN(C)C1=NC(=NC(=N1)N(C)C)N(C)C. (4) Drug 1: CN(CC1=CN=C2C(=N1)C(=NC(=N2)N)N)C3=CC=C(C=C3)C(=O)NC(CCC(=O)O)C(=O)O. Drug 2: C(CC(=O)O)C(=O)CN.Cl. Cell line: A498. Synergy scores: CSS=27.5, Synergy_ZIP=-7.93, Synergy_Bliss=1.74, Synergy_Loewe=-17.1, Synergy_HSA=2.76. (5) Drug 1: CCC1=C2CN3C(=CC4=C(C3=O)COC(=O)C4(CC)O)C2=NC5=C1C=C(C=C5)O. Drug 2: CC1CCC2CC(C(=CC=CC=CC(CC(C(=O)C(C(C(=CC(C(=O)CC(OC(=O)C3CCCCN3C(=O)C(=O)C1(O2)O)C(C)CC4CCC(C(C4)OC)OCCO)C)C)O)OC)C)C)C)OC. Cell line: MCF7. Synergy scores: CSS=12.8, Synergy_ZIP=-4.99, Synergy_Bliss=-1.88, Synergy_Loewe=-12.0, Synergy_HSA=-1.05. (6) Drug 1: B(C(CC(C)C)NC(=O)C(CC1=CC=CC=C1)NC(=O)C2=NC=CN=C2)(O)O. Drug 2: CC1C(C(CC(O1)OC2CC(CC3=C2C(=C4C(=C3O)C(=O)C5=CC=CC=C5C4=O)O)(C(=O)C)O)N)O. Cell line: SR. Synergy scores: CSS=55.8, Synergy_ZIP=-6.85, Synergy_Bliss=-9.26, Synergy_Loewe=-1.94, Synergy_HSA=-1.13. (7) Drug 2: CC1=C(N=C(N=C1N)C(CC(=O)N)NCC(C(=O)N)N)C(=O)NC(C(C2=CN=CN2)OC3C(C(C(C(O3)CO)O)O)OC4C(C(C(C(O4)CO)O)OC(=O)N)O)C(=O)NC(C)C(C(C)C(=O)NC(C(C)O)C(=O)NCCC5=NC(=CS5)C6=NC(=CS6)C(=O)NCCC[S+](C)C)O. Drug 1: CNC(=O)C1=CC=CC=C1SC2=CC3=C(C=C2)C(=NN3)C=CC4=CC=CC=N4. Cell line: OVCAR-5. Synergy scores: CSS=5.30, Synergy_ZIP=-2.51, Synergy_Bliss=-2.78, Synergy_Loewe=-11.2, Synergy_HSA=-4.20.